Dataset: Reaction yield outcomes from USPTO patents with 853,638 reactions. Task: Predict the reaction yield, written as a fraction of the theoretical maximum amount of product (1.0 means a 100% yield; for example, 0.34 means a 34% yield). (1) The reactants are Cl[CH2:2][C:3]1[CH:22]=[CH:21][C:6]([O:7][CH2:8][C:9]2[N:10]=[C:11]([C:15]3[CH:20]=[CH:19][CH:18]=[CH:17][CH:16]=3)[O:12][C:13]=2[CH3:14])=[CH:5][CH:4]=1.[OH:23][N:24]1[C:28](=[O:29])[C:27]2=[CH:30][CH:31]=[CH:32][CH:33]=[C:26]2[C:25]1=[O:34].C(=O)([O-])[O-].[K+].[K+].CN(C)C=O. The catalyst is O. The product is [CH3:14][C:13]1[O:12][C:11]([C:15]2[CH:20]=[CH:19][CH:18]=[CH:17][CH:16]=2)=[N:10][C:9]=1[CH2:8][O:7][C:6]1[CH:21]=[CH:22][C:3]([CH2:2][O:23][N:24]2[C:25](=[O:34])[C:26]3=[CH:33][CH:32]=[CH:31][CH:30]=[C:27]3[C:28]2=[O:29])=[CH:4][CH:5]=1. The yield is 0.930. (2) The reactants are [N+:1]([C:4]1[CH:9]=[CH:8][C:7]([OH:10])=[CH:6][CH:5]=1)([O-:3])=[O:2].[H-].[Na+].[CH:13]1([O:18][C:19](=[O:32])[C@@H:20]([NH:24][C:25]([O:27][C:28]([CH3:31])([CH3:30])[CH3:29])=[O:26])[CH2:21][CH2:22]Br)[CH2:17][CH2:16][CH2:15][CH2:14]1. The catalyst is O1CCCC1.CN(C=O)C. The product is [CH:13]1([O:18][C:19](=[O:32])[C@@H:20]([NH:24][C:25]([O:27][C:28]([CH3:31])([CH3:30])[CH3:29])=[O:26])[CH2:21][CH2:22][O:10][C:7]2[CH:8]=[CH:9][C:4]([N+:1]([O-:3])=[O:2])=[CH:5][CH:6]=2)[CH2:14][CH2:15][CH2:16][CH2:17]1. The yield is 0.690. (3) The reactants are [O:1]([C:8]1[CH:9]=[C:10]([NH:14][CH2:15][C:16]2[CH:17]=[C:18]([CH:23]=[CH:24][CH:25]=2)[C:19]([O:21][CH3:22])=[O:20])[CH:11]=[CH:12][CH:13]=1)[C:2]1[CH:7]=[CH:6][CH:5]=[CH:4][CH:3]=1.[F:26][C:27]([F:32])([F:31])[CH:28]1[O:30][CH2:29]1.FC(F)(F)S([O-])(=O)=O.[Yb+3].FC(F)(F)S([O-])(=O)=O.FC(F)(F)S([O-])(=O)=O. The catalyst is C(#N)C.O.C(Cl)Cl. The product is [O:1]([C:8]1[CH:9]=[C:10]([N:14]([CH2:15][C:16]2[CH:17]=[C:18]([CH:23]=[CH:24][CH:25]=2)[C:19]([O:21][CH3:22])=[O:20])[CH2:29][CH:28]([OH:30])[C:27]([F:32])([F:31])[F:26])[CH:11]=[CH:12][CH:13]=1)[C:2]1[CH:7]=[CH:6][CH:5]=[CH:4][CH:3]=1. The yield is 0.960.